Dataset: Catalyst prediction with 721,799 reactions and 888 catalyst types from USPTO. Task: Predict which catalyst facilitates the given reaction. (1) Reactant: [CH2:1]([O:8][C:9]1[CH:17]=[CH:16][CH:15]=[C:14]([O:18][CH2:19][CH2:20][CH:21]=[CH2:22])[C:10]=1[C:11](O)=[O:12])[C:2]1[CH:7]=[CH:6][CH:5]=[CH:4][CH:3]=1.C(Cl)(=O)C([Cl:26])=O. Product: [CH2:1]([O:8][C:9]1[CH:17]=[CH:16][CH:15]=[C:14]([O:18][CH2:19][CH2:20][CH:21]=[CH2:22])[C:10]=1[C:11]([Cl:26])=[O:12])[C:2]1[CH:7]=[CH:6][CH:5]=[CH:4][CH:3]=1. The catalyst class is: 59. (2) Reactant: [CH:1]1([S:4]([N:7]2[CH2:12][CH2:11][N:10](C(O)=O)[CH2:9][CH2:8]2)(=[O:6])=[O:5])[CH2:3][CH2:2]1.[Cl:16]CCl.Cl. Product: [ClH:16].[CH:1]1([S:4]([N:7]2[CH2:8][CH2:9][NH:10][CH2:11][CH2:12]2)(=[O:5])=[O:6])[CH2:3][CH2:2]1. The catalyst class is: 12. (3) The catalyst class is: 32. Reactant: [I:1][C:2]1[CH:3]=[C:4]2[C:9](=[CH:10][CH:11]=1)[C@H:8]([CH2:12][NH2:13])[CH2:7][CH2:6][CH2:5]2.[CH2:14]([CH:16]1[O:18][CH2:17]1)Br. Product: [I:1][C:2]1[CH:3]=[C:4]2[C:9](=[CH:10][CH:11]=1)[C@H:8]([CH2:12][N:13]1[CH2:17][CH:16]([OH:18])[CH2:14]1)[CH2:7][CH2:6][CH2:5]2. (4) Reactant: C([O:8][C:9]1[CH:14]=[CH:13][C:12]([C:15]2[CH:16]=[N:17][C:18]3[N:19]([N:22]=[CH:23][C:24]=3[C:25]3[CH:30]=[CH:29][C:28]([N:31]4[CH2:36][CH2:35][N:34]([CH2:37][CH2:38][O:39][CH3:40])[CH2:33][CH2:32]4)=[CH:27][CH:26]=3)[C:20]=2[NH2:21])=[CH:11][CH:10]=1)C1C=CC=CC=1. Product: [NH2:21][C:20]1[N:19]2[N:22]=[CH:23][C:24]([C:25]3[CH:26]=[CH:27][C:28]([N:31]4[CH2:32][CH2:33][N:34]([CH2:37][CH2:38][O:39][CH3:40])[CH2:35][CH2:36]4)=[CH:29][CH:30]=3)=[C:18]2[N:17]=[CH:16][C:15]=1[C:12]1[CH:11]=[CH:10][C:9]([OH:8])=[CH:14][CH:13]=1. The catalyst class is: 67. (5) Reactant: [C:1]([O:5][C:6]([N:8]1[CH2:13][CH2:12][CH:11]([C:14]2[CH:19]=[CH:18][C:17]([O:20][CH2:21][CH2:22][CH2:23][O:24][CH2:25][C:26]3[CH:31]=[CH:30][CH:29]=[CH:28][C:27]=3[F:32])=[CH:16][CH:15]=2)[CH:10]([NH2:33])[CH2:9]1)=[O:7])([CH3:4])([CH3:3])[CH3:2].[N:34]1[C:43]2[C:38](=[CH:39][CH:40]=[C:41]([CH:44]=O)[CH:42]=2)[CH:37]=[CH:36][CH:35]=1.CC1C=C2C(C=CC=N2)=CC=1.[Se](=O)=O.[BH-](OC(C)=O)(OC(C)=O)OC(C)=O.[Na+].C([O-])(O)=O.[Na+]. The catalyst class is: 585. Product: [C:1]([O:5][C:6]([N:8]1[CH2:13][CH2:12][CH:11]([C:14]2[CH:19]=[CH:18][C:17]([O:20][CH2:21][CH2:22][CH2:23][O:24][CH2:25][C:26]3[CH:31]=[CH:30][CH:29]=[CH:28][C:27]=3[F:32])=[CH:16][CH:15]=2)[CH:10]([NH:33][CH2:44][C:41]2[CH:42]=[C:43]3[C:38]([CH:37]=[CH:36][CH:35]=[N:34]3)=[CH:39][CH:40]=2)[CH2:9]1)=[O:7])([CH3:4])([CH3:2])[CH3:3]. (6) Reactant: S(O)(O)(=O)=O.[NH2:6][OH:7].[CH3:8][C:9]([CH3:16])([CH3:15])[C:10](=O)[CH2:11][C:12]#[N:13].[OH-].[Na+]. Product: [C:9]([C:10]1[CH:11]=[C:12]([NH2:13])[O:7][N:6]=1)([CH3:16])([CH3:15])[CH3:8]. The catalyst class is: 6.